Task: Regression/Classification. Given a drug SMILES string, predict its absorption, distribution, metabolism, or excretion properties. Task type varies by dataset: regression for continuous measurements (e.g., permeability, clearance, half-life) or binary classification for categorical outcomes (e.g., BBB penetration, CYP inhibition). Dataset: cyp2c9_veith.. Dataset: CYP2C9 inhibition data for predicting drug metabolism from PubChem BioAssay (1) The molecule is COc1ccc(CNc2cc(-c3cccc(C#N)c3)ncn2)c(OC)c1. The result is 0 (non-inhibitor). (2) The drug is CCc1ccc(NC(=S)N2CCN(c3cccc(C(F)(F)F)c3)CC2)cc1. The result is 0 (non-inhibitor). (3) The compound is COc1cc(/C=C(/C#N)c2nc3ccccc3[nH]2)ccc1Oc1ncccc1[N+](=O)[O-]. The result is 1 (inhibitor). (4) The result is 0 (non-inhibitor). The drug is COc1ccc(Oc2ncc3nc(-c4ccc(OC)cc4)c(=O)n(CCC#N)c3n2)cc1.